Dataset: Forward reaction prediction with 1.9M reactions from USPTO patents (1976-2016). Task: Predict the product of the given reaction. (1) Given the reactants [CH3:1][O:2][C:3]1[CH:12]=[C:11]2[C:6]([N:7]=[CH:8][C:9](=[O:13])[NH:10]2)=[CH:5][CH:4]=1.CS(O[CH2:19][CH2:20][N:21]1[CH2:26][CH2:25][C@@H:24]([NH:27][C:28]([O:30][C:31]([CH3:34])([CH3:33])[CH3:32])=[O:29])[C@H:23]([O:35][Si:36]([C:39]([CH3:42])([CH3:41])[CH3:40])([CH3:38])[CH3:37])[CH2:22]1)(=O)=O.[H-].[Na+].CO[C@@H]1[C@H](NC(=O)OC(C)(C)C)CCN(CCN2C3C(=CC=C(OC)C=3)N=CC2=O)C1, predict the reaction product. The product is: [Si:36]([O:35][C@H:23]1[C@H:24]([NH:27][C:28](=[O:29])[O:30][C:31]([CH3:34])([CH3:33])[CH3:32])[CH2:25][CH2:26][N:21]([CH2:20][CH2:19][N:10]2[C:11]3[C:6](=[CH:5][CH:4]=[C:3]([O:2][CH3:1])[CH:12]=3)[N:7]=[CH:8][C:9]2=[O:13])[CH2:22]1)([C:39]([CH3:42])([CH3:41])[CH3:40])([CH3:38])[CH3:37]. (2) Given the reactants [F:1][C:2]([F:11])([F:10])[C:3]1[CH:8]=[CH:7][CH:6]=[CH:5][C:4]=1[OH:9].[Br:12]Br.OS([O-])=O.[Na+], predict the reaction product. The product is: [Br:12][C:7]1[CH:6]=[CH:5][C:4]([OH:9])=[C:3]([C:2]([F:10])([F:11])[F:1])[CH:8]=1. (3) Given the reactants C(N(CC)CC)C.[CH3:8][C@@:9]12[C:15]([CH3:17])([CH3:16])[C@@H:12]([CH2:13][CH2:14]1)[CH:11]([C:18](Cl)=[O:19])[C:10]2=O.C(O[C:27]([N:29](C)[NH:30][C:31]1[CH:36]=[C:35]([Cl:37])[CH:34]=[CH:33][C:32]=1[Cl:38])=O)(C)(C)C.Cl.O1CCOCC1, predict the reaction product. The product is: [Cl:38][C:32]1[CH:33]=[CH:34][C:35]([Cl:37])=[CH:36][C:31]=1[N:30]1[C:18](=[O:19])[C:11]2[C@H:12]3[C:15]([CH3:17])([CH3:16])[C@:9]([CH3:8])([CH2:14][CH2:13]3)[C:10]=2[N:29]1[CH3:27]. (4) Given the reactants [C:1]([O:5][C:6](=[O:23])[NH:7][CH:8]([C:10]1[CH:15]=[C:14]([Cl:16])[C:13]([C:17]#[N:18])=[C:12](Br)[C:11]=1[O:20][CH2:21][CH3:22])[CH3:9])([CH3:4])([CH3:3])[CH3:2].[CH3:24][S:25]([C:28]1[CH:29]=[N:30][CH:31]=[C:32](B2OC(C)(C)C(C)(C)O2)[CH:33]=1)(=[O:27])=[O:26].C(=O)([O-])[O-].[K+].[K+], predict the reaction product. The product is: [Cl:16][C:14]1[C:13]([C:17]#[N:18])=[C:12]([C:32]2[CH:31]=[N:30][CH:29]=[C:28]([S:25]([CH3:24])(=[O:27])=[O:26])[CH:33]=2)[C:11]([O:20][CH2:21][CH3:22])=[C:10]([CH:8]([NH:7][C:6](=[O:23])[O:5][C:1]([CH3:4])([CH3:3])[CH3:2])[CH3:9])[CH:15]=1. (5) Given the reactants [Cl:1][C:2]1[CH:7]=[CH:6][C:5]([CH:8]([NH2:15])[CH2:9][CH2:10][CH2:11][N:12]([CH3:14])[CH3:13])=[CH:4][CH:3]=1.[C:16]([O:20][C:21]([NH:23][C:24]1([C:39](O)=[O:40])[CH2:29][CH2:28][N:27]([C:30]2[C:31]3[CH:38]=[CH:37][NH:36][C:32]=3[N:33]=[CH:34][N:35]=2)[CH2:26][CH2:25]1)=[O:22])([CH3:19])([CH3:18])[CH3:17].CCN(C(C)C)C(C)C.F[P-](F)(F)(F)(F)F.N1(OC(N(C)C)=[N+](C)C)C2N=CC=CC=2N=N1, predict the reaction product. The product is: [Cl:1][C:2]1[CH:3]=[CH:4][C:5]([CH:8]([NH:15][C:39]([C:24]2([NH:23][C:21](=[O:22])[O:20][C:16]([CH3:18])([CH3:17])[CH3:19])[CH2:25][CH2:26][N:27]([C:30]3[C:31]4[CH:38]=[CH:37][NH:36][C:32]=4[N:33]=[CH:34][N:35]=3)[CH2:28][CH2:29]2)=[O:40])[CH2:9][CH2:10][CH2:11][N:12]([CH3:13])[CH3:14])=[CH:6][CH:7]=1. (6) Given the reactants Br[C:2]1[CH:7]=[CH:6][C:5]([CH:8]2[NH:13][C:12](=[O:14])[N:11]([C:15]3[CH:20]=[CH:19][CH:18]=[C:17]([C:21]([F:24])([F:23])[F:22])[CH:16]=3)[C:10]3[CH2:25][CH2:26][C:27](=[O:28])[C:9]2=3)=[C:4]([S:29][CH3:30])[CH:3]=1.O.[CH3:32][N:33](C)C=O, predict the reaction product. The product is: [O:14]=[C:12]1[N:11]([C:15]2[CH:20]=[CH:19][CH:18]=[C:17]([C:21]([F:22])([F:24])[F:23])[CH:16]=2)[C:10]2[CH2:25][CH2:26][C:27](=[O:28])[C:9]=2[CH:8]([C:5]2[CH:6]=[CH:7][C:2]([C:32]#[N:33])=[CH:3][C:4]=2[S:29][CH3:30])[NH:13]1. (7) Given the reactants [F:1][C:2]([F:13])([F:12])[O:3][C:4]1[CH:11]=[CH:10][C:7]([CH:8]=O)=[CH:6][CH:5]=1.[CH3:14][C:15]([S@:18]([NH2:20])=[O:19])([CH3:17])[CH3:16], predict the reaction product. The product is: [CH3:14][C:15]([S@:18](/[N:20]=[CH:8]/[C:7]1[CH:10]=[CH:11][C:4]([O:3][C:2]([F:13])([F:12])[F:1])=[CH:5][CH:6]=1)=[O:19])([CH3:17])[CH3:16]. (8) Given the reactants [NH2:1][C:2]1[CH:25]=[CH:24][C:5]([O:6][C:7]2[C:16]3[C:11](=[CH:12][C:13]([O:19][CH2:20][CH2:21][O:22][CH3:23])=[C:14]([C:17]#[N:18])[CH:15]=3)[N:10]=[CH:9][CH:8]=2)=[CH:4][CH:3]=1.[F:26][C:27]1[CH:32]=[CH:31][C:30]([N:33]=[C:34]=[O:35])=[CH:29][CH:28]=1, predict the reaction product. The product is: [C:17]([C:14]1[CH:15]=[C:16]2[C:11](=[CH:12][C:13]=1[O:19][CH2:20][CH2:21][O:22][CH3:23])[N:10]=[CH:9][CH:8]=[C:7]2[O:6][C:5]1[CH:4]=[CH:3][C:2]([NH:1][C:34]([NH:33][C:30]2[CH:31]=[CH:32][C:27]([F:26])=[CH:28][CH:29]=2)=[O:35])=[CH:25][CH:24]=1)#[N:18].